Predict which catalyst facilitates the given reaction. From a dataset of Catalyst prediction with 721,799 reactions and 888 catalyst types from USPTO. Reactant: Cl[CH2:2][C:3]1[N+:12]([O-:13])=[C:11]([C:14]2[CH:19]=[CH:18][C:17]3[O:20][CH2:21][O:22][C:16]=3[CH:15]=2)[C:10]2[C:5](=[CH:6][C:7]3[O:25][CH2:24][O:23][C:8]=3[CH:9]=2)[N:4]=1.[CH3:26][NH:27][CH3:28]. Product: [CH3:26][N:27]([CH2:2][C:3]1[N+:12]([O-:13])=[C:11]([C:14]2[CH:19]=[CH:18][C:17]3[O:20][CH2:21][O:22][C:16]=3[CH:15]=2)[C:10]2[C:5](=[CH:6][C:7]3[O:25][CH2:24][O:23][C:8]=3[CH:9]=2)[N:4]=1)[CH3:28]. The catalyst class is: 1.